This data is from hERG potassium channel inhibition data for cardiac toxicity prediction from Karim et al.. The task is: Regression/Classification. Given a drug SMILES string, predict its toxicity properties. Task type varies by dataset: regression for continuous values (e.g., LD50, hERG inhibition percentage) or binary classification for toxic/non-toxic outcomes (e.g., AMES mutagenicity, cardiotoxicity, hepatotoxicity). Dataset: herg_karim. (1) The drug is N#Cc1ccccc1[C@H]1CC[C@@H](N2CC(NC(=O)CNc3ncnc4ccc(C(F)(F)F)cc34)C2)CC1. The result is 1 (blocker). (2) The molecule is Cn1c(SCCCN2CC3CCN(c4ccc(F)cc4)C3C2)nnc1-c1cnccn1. The result is 1 (blocker).